Predict the reaction yield, written as a fraction of the theoretical maximum amount of product (1.0 means a 100% yield; for example, 0.34 means a 34% yield). From a dataset of Reaction yield outcomes from USPTO patents with 853,638 reactions. (1) The reactants are C(P(C12CC3CC(CC(C3)C1)C2)C12CC3CC(CC(C3)C1)C2)CCC.[Br:26][C:27]1[CH:28]=[C:29]([NH:42][C:43]2[N:48]=[C:47]([C:49]([F:52])([F:51])[F:50])[CH:46]=[CH:45][N:44]=2)[CH:30]=[C:31](B2OC(C)(C)C(C)(C)O2)[CH:32]=1.Br[C:54]1[S:58][CH:57]=[N:56][CH:55]=1.[F-].[K+]. The catalyst is C1COCC1.CCOC(C)=O.CC([O-])=O.CC([O-])=O.[Pd+2].O. The product is [Br:26][C:27]1[CH:28]=[C:29]([NH:42][C:43]2[N:48]=[C:47]([C:49]([F:50])([F:51])[F:52])[CH:46]=[CH:45][N:44]=2)[CH:30]=[C:31]([C:54]2[S:58][CH:57]=[N:56][CH:55]=2)[CH:32]=1. The yield is 0.660. (2) The reactants are C([O:8][C:9]1[CH:10]=[C:11]([CH:27]=[C:28]([O:30][C@@H:31]([CH3:35])[CH2:32][O:33][CH3:34])[CH:29]=1)[C:12]([NH:14][C:15]1[CH:19]=[CH:18][N:17]([C:20]([O:22][C:23]([CH3:26])([CH3:25])[CH3:24])=[O:21])[N:16]=1)=[O:13])C1C=CC=CC=1. The catalyst is C1COCC1.C(O)C. The product is [OH:8][C:9]1[CH:10]=[C:11]([CH:27]=[C:28]([O:30][C@@H:31]([CH3:35])[CH2:32][O:33][CH3:34])[CH:29]=1)[C:12]([NH:14][C:15]1[CH:19]=[CH:18][N:17]([C:20]([O:22][C:23]([CH3:26])([CH3:25])[CH3:24])=[O:21])[N:16]=1)=[O:13]. The yield is 0.970. (3) The reactants are [NH2:1]/[CH:2]=[C:3](\[N:7]([CH:13]([CH3:15])[CH3:14])[C:8]([CH:10]1[CH2:12][CH2:11]1)=O)/[C:4](=[O:6])[CH3:5].[OH-].[Na+]. The catalyst is CCO. The product is [CH:10]1([C:8]2[N:7]([CH:13]([CH3:15])[CH3:14])[C:3]([C:4](=[O:6])[CH3:5])=[CH:2][N:1]=2)[CH2:12][CH2:11]1. The yield is 0.530. (4) The reactants are Cl[C:2]([O:4][C:5]1[CH:10]=[CH:9][C:8]([O:11][C:12]2[CH:17]=[CH:16][C:15]([C:18]([F:21])([F:20])[F:19])=[CH:14][N:13]=2)=[CH:7][CH:6]=1)=[O:3].[C:22]([O:26][C:27]([N:29]1[CH2:34][CH2:33][NH:32][CH2:31][CH2:30]1)=[O:28])([CH3:25])([CH3:24])[CH3:23].[K+].[Br-]. The catalyst is CCOC(C)=O.CCCCCCC. The product is [F:19][C:18]([F:21])([F:20])[C:15]1[CH:16]=[CH:17][C:12]([O:11][C:8]2[CH:9]=[CH:10][C:5]([O:4][C:2]([N:32]3[CH2:31][CH2:30][N:29]([C:27]([O:26][C:22]([CH3:25])([CH3:24])[CH3:23])=[O:28])[CH2:34][CH2:33]3)=[O:3])=[CH:6][CH:7]=2)=[N:13][CH:14]=1. The yield is 0.590. (5) The reactants are [CH3:1][CH:2]([NH2:4])[CH3:3].Cl[CH2:6][C:7]([O:9][CH2:10][CH3:11])=[O:8]. The catalyst is C1(C)C=CC=CC=1. The product is [CH:2]([NH:4][CH2:6][C:7]([O:9][CH2:10][CH3:11])=[O:8])([CH3:3])[CH3:1]. The yield is 0.510. (6) The reactants are B(Br)(Br)Br.[Cl:5][C:6]1[CH:11]=[C:10]([O:12]C)[C:9]([Cl:14])=[CH:8][C:7]=1[CH2:15][C:16]([OH:18])=[O:17].[CH3:19]O. The catalyst is ClCCl. The product is [Cl:5][C:6]1[CH:11]=[C:10]([OH:12])[C:9]([Cl:14])=[CH:8][C:7]=1[CH2:15][C:16]([O:18][CH3:19])=[O:17]. The yield is 0.394. (7) The reactants are [CH3:1][O:2][C:3]1[CH:9]=[C:8]([O:10][C:11]2[C:12]3[N:19]([CH3:20])[CH:18]=[CH:17][C:13]=3[N:14]=[CH:15][N:16]=2)[CH:7]=[CH:6][C:4]=1[NH2:5].C(N(CC)CC)C.[F:28][C:29]([F:40])([F:39])[C:30]1[CH:31]=[C:32]([N:36]=[C:37]=[O:38])[CH:33]=[CH:34][CH:35]=1. The catalyst is O1CCCC1. The product is [CH3:1][O:2][C:3]1[CH:9]=[C:8]([O:10][C:11]2[C:12]3[N:19]([CH3:20])[CH:18]=[CH:17][C:13]=3[N:14]=[CH:15][N:16]=2)[CH:7]=[CH:6][C:4]=1[NH:5][C:37]([NH:36][C:32]1[CH:33]=[CH:34][CH:35]=[C:30]([C:29]([F:28])([F:39])[F:40])[CH:31]=1)=[O:38]. The yield is 0.540. (8) The reactants are [NH2:1][C:2]1[CH:19]=[CH:18][C:5]([O:6][C:7]2[C:12]3[N:13]=[CH:14][C:15](=[O:17])[NH:16][C:11]=3[N:10]=[CH:9][CH:8]=2)=[CH:4][C:3]=1[S:20][CH3:21].[F:22][C:23]1[CH:28]=[CH:27][C:26]([C:29]([F:32])([F:31])[F:30])=[CH:25][C:24]=1[N:33]=[C:34]=[O:35]. No catalyst specified. The product is [F:22][C:23]1[CH:28]=[CH:27][C:26]([C:29]([F:32])([F:31])[F:30])=[CH:25][C:24]=1[NH:33][C:34]([NH:1][C:2]1[CH:19]=[CH:18][C:5]([O:6][C:7]2[C:12]3[N:13]=[CH:14][C:15](=[O:17])[NH:16][C:11]=3[N:10]=[CH:9][CH:8]=2)=[CH:4][C:3]=1[S:20][CH3:21])=[O:35]. The yield is 0.620.